Task: Predict the reactants needed to synthesize the given product.. Dataset: Full USPTO retrosynthesis dataset with 1.9M reactions from patents (1976-2016) Given the product [Cl:1][C:2]1[CH:7]=[C:6]([C:18](=[O:33])[CH2:19][CH:20]([C:21]2[CH:26]=[CH:25][CH:24]=[CH:23][CH:22]=2)[C:27]2[CH:32]=[CH:31][CH:30]=[CH:29][CH:28]=2)[CH:5]=[C:4]([Cl:9])[N:3]=1, predict the reactants needed to synthesize it. The reactants are: [Cl:1][C:2]1[CH:7]=[C:6](I)[CH:5]=[C:4]([Cl:9])[N:3]=1.[Li]CCCC.CON(C)[C:18](=[O:33])[CH2:19][CH:20]([C:27]1[CH:32]=[CH:31][CH:30]=[CH:29][CH:28]=1)[C:21]1[CH:26]=[CH:25][CH:24]=[CH:23][CH:22]=1.[NH4+].[Cl-].